From a dataset of Forward reaction prediction with 1.9M reactions from USPTO patents (1976-2016). Predict the product of the given reaction. Given the reactants C([Li])CCC.[C:6](#[N:8])[CH3:7].[CH3:9][C:10]([CH3:18])([C:12](=[S:17])[C:13]([CH3:16])([CH3:15])[CH3:14])[CH3:11], predict the reaction product. The product is: [C:10]([C:12]([SH:17])([C:13]([CH3:16])([CH3:15])[CH3:14])[CH2:7][C:6]#[N:8])([CH3:18])([CH3:11])[CH3:9].